From a dataset of Full USPTO retrosynthesis dataset with 1.9M reactions from patents (1976-2016). Predict the reactants needed to synthesize the given product. (1) Given the product [OH:2][C:3]1[CH:8]=[CH:7][C:6]2[C:9]3[N:10]([CH2:23][CH2:24][CH2:25][CH2:26][CH2:27][N:28]4[CH2:29][CH2:30][CH2:31][CH2:32][CH2:33]4)[C:11]4[C:16]([C:17]=3[CH2:18][CH2:19][S:20][C:5]=2[CH:4]=1)=[CH:15][C:14]([OH:21])=[CH:13][CH:12]=4, predict the reactants needed to synthesize it. The reactants are: C[O:2][C:3]1[CH:8]=[CH:7][C:6]2[C:9]3[N:10]([CH2:23][CH2:24][CH2:25][CH2:26][CH2:27][N:28]4[CH2:33][CH2:32][CH2:31][CH2:30][CH2:29]4)[C:11]4[C:16]([C:17]=3[CH2:18][CH2:19][S:20][C:5]=2[CH:4]=1)=[CH:15][C:14]([O:21]C)=[CH:13][CH:12]=4. (2) Given the product [CH2:65]1[C:64]2=[C:72]3[C:71](=[CH:61][CH:62]=[CH:63]2)[C:70]([N:6]2[CH2:5][CH2:4][NH:3][C@H:2]([CH3:1])[CH2:7]2)=[CH:69][CH:68]=[C:67]3[CH2:66]1, predict the reactants needed to synthesize it. The reactants are: [CH3:1][C@@H:2]1[CH2:7][NH:6][CH2:5][CH2:4][NH:3]1.C1(P(C2C(P(C3C=CC=CC=3)C3C=CC=CC=3)=C(C3C4C(=CC=CC=4)C=CC=3)C3C(C=2)=CC=CC=3)C2C=CC=CC=2)C=CC=CC=1.CC(C)([O-])C.[Na+].Br[C:61]1[C:71]2[C:72]3[C:64]([CH2:65][CH2:66][C:67]=3[CH:68]=[CH:69][CH:70]=2)=[CH:63][CH:62]=1. (3) Given the product [NH2:20][CH2:19][CH2:18][CH2:17][CH2:16][CH2:15][N:2]([CH3:1])[S:3]([C:6]1[CH:11]=[CH:10][CH:9]=[CH:8][C:7]=1[N+:12]([O-:14])=[O:13])(=[O:4])=[O:5], predict the reactants needed to synthesize it. The reactants are: [CH3:1][N:2]([CH2:15][CH2:16][CH2:17][CH2:18][CH2:19][NH:20]C(=O)OC(C)(C)C)[S:3]([C:6]1[CH:11]=[CH:10][CH:9]=[CH:8][C:7]=1[N+:12]([O-:14])=[O:13])(=[O:5])=[O:4].FC(F)(F)C(O)=O. (4) The reactants are: [Cl:1][C:2]1[CH:7]=[CH:6][C:5]([C:8]2([C:14]#[N:15])[CH2:13][CH2:12][NH:11][CH2:10][CH2:9]2)=[CH:4][CH:3]=1.[Cl:16][C:17]1[C:18]([C:27]2[O:28][CH:29]=[CH:30][N:31]=2)=[N:19][N:20]([CH2:23][C:24](O)=[O:25])[C:21]=1[CH3:22].CN(C(ON1N=NC2C=CC=NC1=2)=[N+](C)C)C.F[P-](F)(F)(F)(F)F. Given the product [Cl:16][C:17]1[C:18]([C:27]2[O:28][CH:29]=[CH:30][N:31]=2)=[N:19][N:20]([CH2:23][C:24]([N:11]2[CH2:12][CH2:13][C:8]([C:5]3[CH:6]=[CH:7][C:2]([Cl:1])=[CH:3][CH:4]=3)([C:14]#[N:15])[CH2:9][CH2:10]2)=[O:25])[C:21]=1[CH3:22], predict the reactants needed to synthesize it. (5) Given the product [CH:1]12[CH2:10][CH:5]3[CH2:6][CH:7]([CH2:9][CH:3]([CH2:4]3)[CH:2]1[NH:11][C:12]([C:14]1[CH:15]=[N:16][N:17]([CH3:20])[C:18]=1[NH:21][CH2:22][CH:23]([OH:25])[CH3:24])=[O:13])[CH2:8]2, predict the reactants needed to synthesize it. The reactants are: [CH:1]12[CH2:10][CH:5]3[CH2:6][CH:7]([CH2:9][CH:3]([CH2:4]3)[CH:2]1[NH:11][C:12]([C:14]1[CH:15]=[N:16][N:17]([CH3:20])[C:18]=1Cl)=[O:13])[CH2:8]2.[NH2:21][CH2:22][CH:23]([OH:25])[CH3:24]. (6) Given the product [CH2:1]([O:4][C:5]1[CH:13]=[CH:12][CH:11]=[CH:10][C:6]=1[C:7]([NH:14][C:15]1[CH:16]=[CH:17][C:18]([N+:25]([O-:27])=[O:26])=[C:19]([C:21]([F:22])([F:23])[F:24])[CH:20]=1)=[O:8])[CH2:2][CH3:3], predict the reactants needed to synthesize it. The reactants are: [CH2:1]([O:4][C:5]1[CH:13]=[CH:12][CH:11]=[CH:10][C:6]=1[C:7](Cl)=[O:8])[CH2:2][CH3:3].[NH2:14][C:15]1[CH:16]=[CH:17][C:18]([N+:25]([O-:27])=[O:26])=[C:19]([C:21]([F:24])([F:23])[F:22])[CH:20]=1.C(N(CC)CC)C.